This data is from Full USPTO retrosynthesis dataset with 1.9M reactions from patents (1976-2016). The task is: Predict the reactants needed to synthesize the given product. (1) Given the product [CH:1]1([O:6][C:7]2[CH:12]=[CH:11][C:10]([CH2:13][C:14]3[CH:19]=[C:18]([C:20]4[C:21]([NH2:27])=[N:22][C:23]([NH2:26])=[CH:24][CH:25]=4)[O:16][N:15]=3)=[CH:9][CH:8]=2)[CH2:5][CH2:4][CH2:3][CH2:2]1, predict the reactants needed to synthesize it. The reactants are: [CH:1]1([O:6][C:7]2[CH:12]=[CH:11][C:10]([CH2:13][C:14](Cl)=[N:15][OH:16])=[CH:9][CH:8]=2)[CH2:5][CH2:4][CH2:3][CH2:2]1.[C:18]([C:20]1[C:21]([NH2:27])=[N:22][C:23]([NH2:26])=[CH:24][CH:25]=1)#[CH:19].C(N(CC)CC)C. (2) Given the product [CH3:18][O:17][C:12]1[CH:13]=[CH:14][CH:15]=[CH:16][C:11]=1[C:10]1[C:4]2[C:5](=[N:6][CH:7]=[C:2]([C:37]3[CH:38]=[C:33]([CH:34]=[CH:35][CH:36]=3)[C:31]([N:30]([CH3:42])[CH3:29])=[O:32])[N:3]=2)[NH:8][CH:9]=1, predict the reactants needed to synthesize it. The reactants are: Br[C:2]1[N:3]=[C:4]2[C:10]([C:11]3[CH:16]=[CH:15][CH:14]=[CH:13][C:12]=3[O:17][CH3:18])=[CH:9][N:8](S(C3C=CC(C)=CC=3)(=O)=O)[C:5]2=[N:6][CH:7]=1.[CH3:29][N:30]([CH3:42])[C:31]([C:33]1[CH:34]=[C:35](B(O)O)[CH:36]=[CH:37][CH:38]=1)=[O:32].C(=O)(O)[O-].[Na+].ClCCl.